Dataset: Reaction yield outcomes from USPTO patents with 853,638 reactions. Task: Predict the reaction yield, written as a fraction of the theoretical maximum amount of product (1.0 means a 100% yield; for example, 0.34 means a 34% yield). (1) The reactants are [CH3:1]/[C:2](/[CH2:8][CH2:9][CH:10]=[CH2:11])=[CH:3]/[C:4]([O:6]C)=[O:5].[Li+].[OH-]. The catalyst is C1COCC1.O. The product is [CH3:1]/[C:2](/[CH2:8][CH2:9][CH:10]=[CH2:11])=[CH:3]/[C:4]([OH:6])=[O:5]. The yield is 0.560. (2) The catalyst is C(O)C.C(N(CC)CC)C. The reactants are [Cl:1][C:2]([Cl:6])([Cl:5])[C:3]#[N:4].[CH2:7]([O:9][C:10](=[O:14])[CH2:11][C:12]#[N:13])[CH3:8]. The product is [NH2:4]/[C:3](/[C:2]([Cl:6])([Cl:5])[Cl:1])=[C:11](/[C:12]#[N:13])\[C:10]([O:9][CH2:7][CH3:8])=[O:14]. The yield is 0.900. (3) The reactants are [Cl:1][C:2]1[CH:3]=[CH:4][C:5]([CH:8]([OH:15])C2C=CC=CC=2)=[N:6][CH:7]=1.Cl[C:17]1[CH:22]=[CH:21][N+:20]([O-:23])=[CH:19][CH:18]=1. No catalyst specified. The product is [Cl:1][C:2]1[CH:3]=[CH:4][C:5]([CH2:8][O:15][C:17]2[CH:22]=[CH:21][N+:20]([O-:23])=[CH:19][CH:18]=2)=[N:6][CH:7]=1. The yield is 0.400. (4) The product is [C:12]([O:11][C:9]([N:25]1[CH2:24][CH2:23][C:22]([CH:16]2[CH2:17][CH2:18][CH2:19][CH2:20][CH2:21]2)([CH2:28][OH:29])[CH2:27][CH2:26]1)=[O:10])([CH3:13])([CH3:14])[CH3:15]. The reactants are [C:9](O[C:9]([O:11][C:12]([CH3:15])([CH3:14])[CH3:13])=[O:10])([O:11][C:12]([CH3:15])([CH3:14])[CH3:13])=[O:10].[CH:16]1([C:22]2([CH2:28][OH:29])[CH2:27][CH2:26][NH:25][CH2:24][CH2:23]2)[CH2:21][CH2:20][CH2:19][CH2:18][CH2:17]1.C(N(CC)CC)C. The yield is 0.480. The catalyst is CO. (5) The reactants are C([O:8][C:9]1[CH:14]=[CH:13][C:12]([C:15]2[N:19]([CH3:20])[C:18]3[CH:21]=[C:22]([C:24]([O:26][CH2:27][CH3:28])=[O:25])[S:23][C:17]=3[C:16]=2[CH:29]2[CH2:34][CH2:33][CH2:32][CH2:31][CH2:30]2)=[CH:11][CH:10]=1)C1C=CC=CC=1.C(OCC)(=O)C. The catalyst is Br.C(O)(=O)C. The product is [CH:29]1([C:16]2[C:17]3[S:23][C:22]([C:24]([O:26][CH2:27][CH3:28])=[O:25])=[CH:21][C:18]=3[N:19]([CH3:20])[C:15]=2[C:12]2[CH:13]=[CH:14][C:9]([OH:8])=[CH:10][CH:11]=2)[CH2:30][CH2:31][CH2:32][CH2:33][CH2:34]1. The yield is 0.960. (6) The reactants are Cl[C:2]1[CH:7]=[CH:6][C:5]([Cl:8])=[CH:4][N:3]=1.[CH3:9][N:10](C=O)C. The catalyst is CCOC(C)=O.[C-]#N.[Zn+2].[C-]#N.[Zn]. The product is [Cl:8][C:5]1[CH:6]=[CH:7][C:2]([C:9]#[N:10])=[N:3][CH:4]=1. The yield is 0.460. (7) The reactants are [F:1][C:2]([P:8]([C:11]([F:17])([F:16])[C:12]([F:15])([F:14])[F:13])(=O)[OH:9])([F:7])[C:3]([F:6])([F:5])[F:4].C1(P(Cl)(Cl)(Cl)[Cl:25])C=CC=CC=1. No catalyst specified. The product is [F:1][C:2]([P:8]([Cl:25])([C:11]([F:17])([F:16])[C:12]([F:15])([F:14])[F:13])=[O:9])([F:7])[C:3]([F:6])([F:5])[F:4]. The yield is 0.780. (8) The reactants are [O:1]1[C:5]2([CH2:10][CH2:9][C:8]([C:11]3[C:19]4[C:14](=[CH:15][CH:16]=[CH:17][CH:18]=4)[NH:13][CH:12]=3)=[CH:7][CH2:6]2)[O:4][CH2:3][CH2:2]1.[Cl:20]C1C=C2C(=CC=1)NC=C2. No catalyst specified. The product is [O:4]1[C:5]2([CH2:10][CH2:9][C:8]([C:11]3[C:19]4[C:14](=[CH:15][CH:16]=[C:17]([Cl:20])[CH:18]=4)[NH:13][CH:12]=3)=[CH:7][CH2:6]2)[O:1][CH2:2][CH2:3]1. The yield is 0.960.